Dataset: Reaction yield outcomes from USPTO patents with 853,638 reactions. Task: Predict the reaction yield, written as a fraction of the theoretical maximum amount of product (1.0 means a 100% yield; for example, 0.34 means a 34% yield). (1) The reactants are [C:1]([C:3]1[CH:4]=[C:5]([C:11]2[CH:12]=[C:13]3[C:17](=[C:18]([C:20]([NH2:22])=[O:21])[CH:19]=2)[NH:16][CH:15]=[C:14]3[CH:23]2[CH2:28][CH2:27][N:26]([S:29]([CH2:32][CH3:33])(=[O:31])=[O:30])[CH2:25][CH2:24]2)[CH:6]=[C:7]([CH:9]=O)[CH:8]=1)#[N:2].[F:34][C:35]([F:39])([F:38])[CH2:36][NH2:37].C(O[BH-](OC(=O)C)OC(=O)C)(=[O:42])C.[Na+].[CH3:54][OH:55]. The catalyst is ClCCl.C(O)(=O)C. The product is [F:34][C:35]([F:39])([F:38])[C:54]([OH:42])=[O:55].[C:1]([C:3]1[CH:4]=[C:5]([C:11]2[CH:12]=[C:13]3[C:17](=[C:18]([C:20]([NH2:22])=[O:21])[CH:19]=2)[NH:16][CH:15]=[C:14]3[CH:23]2[CH2:28][CH2:27][N:26]([S:29]([CH2:32][CH3:33])(=[O:30])=[O:31])[CH2:25][CH2:24]2)[CH:6]=[C:7]([CH2:9][NH:37][CH2:36][C:35]([F:39])([F:38])[F:34])[CH:8]=1)#[N:2]. The yield is 0.0600. (2) The reactants are Cl.[C:2]12([CH2:12][CH2:13][NH:14][CH2:15][CH2:16][CH2:17][CH2:18][CH3:19])[CH2:11][CH:6]3[CH2:7][CH:8]([CH2:10][CH:4]([CH2:5]3)[CH2:3]1)[CH2:9]2.[C:20](Cl)(=[O:27])[CH2:21][O:22][CH2:23][C:24](Cl)=[O:25].C(N(CC)CC)C.[CH3:36][OH:37]. The catalyst is ClCCl. The product is [C:2]12([CH2:12][CH2:13][N:14]([CH2:15][CH2:16][CH2:17][CH2:18][CH3:19])[C:20](=[O:27])[CH2:21][O:22][CH2:23][C:24]([O:37][CH3:36])=[O:25])[CH2:9][CH:8]3[CH2:7][CH:6]([CH2:5][CH:4]([CH2:10]3)[CH2:3]1)[CH2:11]2. The yield is 0.600. (3) The reactants are [C:1]([O:5][C:6]([NH:8][C:9]1[C:14]([C:15](O)=[O:16])=[C:13]([O:18][CH3:19])[C:12]([CH2:20][N:21]2[CH2:26][CH2:25][O:24][CH2:23][CH2:22]2)=[C:11]([O:27][CH3:28])[CH:10]=1)=[O:7])([CH3:4])([CH3:3])[CH3:2].CC[N:31]=C=NCCCN(C)C.Cl.Cl.C1C=CC2N(O)N=NC=2C=1.C(N(CC)CC)C.[OH-].[NH4+]. The catalyst is C1COCC1. The product is [C:1]([O:5][C:6](=[O:7])[NH:8][C:9]1[CH:10]=[C:11]([O:27][CH3:28])[C:12]([CH2:20][N:21]2[CH2:22][CH2:23][O:24][CH2:25][CH2:26]2)=[C:13]([O:18][CH3:19])[C:14]=1[C:15](=[O:16])[NH2:31])([CH3:4])([CH3:3])[CH3:2]. The yield is 0.500. (4) The reactants are [F:1][C:2]1[CH:3]=[C:4]([CH:17]=[C:18]([F:31])[C:19]=1[O:20][C:21]1[CH:22]=[N:23][C:24]([C:27]([F:30])([F:29])[F:28])=[N:25][CH:26]=1)[CH2:5][CH2:6][O:7][C:8]1[NH:9][CH:10]=[C:11]([CH2:15][CH3:16])[C:12](=[O:14])[N:13]=1.[CH3:32]CN(C(C)C)C(C)C.CI. The catalyst is C(Cl)Cl. The product is [F:31][C:18]1[CH:17]=[C:4]([CH:3]=[C:2]([F:1])[C:19]=1[O:20][C:21]1[CH:26]=[N:25][C:24]([C:27]([F:29])([F:30])[F:28])=[N:23][CH:22]=1)[CH2:5][CH2:6][O:7][C:8]1[N:9]([CH3:32])[CH:10]=[C:11]([CH2:15][CH3:16])[C:12](=[O:14])[N:13]=1. The yield is 0.388. (5) The reactants are [NH2:1][C:2]1[CH:3]=[C:4]([C:8]2[C:16]3[C:11](=[CH:12][CH:13]=[C:14]([C:17]([NH2:19])=[O:18])[CH:15]=3)[N:10](C3CCCCO3)[N:9]=2)[CH:5]=[CH:6][CH:7]=1.[F:26][C:27]([F:39])([F:38])[C:28]1[CH:33]=[CH:32][C:31]([CH2:34][C:35](O)=[O:36])=[CH:30][CH:29]=1.CCN=C=NCCCN(C)C. No catalyst specified. The product is [F:26][C:27]([F:38])([F:39])[C:28]1[CH:29]=[CH:30][C:31]([CH2:34][C:35]([NH:1][C:2]2[CH:3]=[C:4]([C:8]3[C:16]4[C:11](=[CH:12][CH:13]=[C:14]([C:17]([NH2:19])=[O:18])[CH:15]=4)[NH:10][N:9]=3)[CH:5]=[CH:6][CH:7]=2)=[O:36])=[CH:32][CH:33]=1. The yield is 0.110. (6) The reactants are Cl[C:2]1[N:7]=[C:6]([C:8]2[CH:13]=[CH:12][CH:11]=[C:10]([Cl:14])[CH:9]=2)[N:5]=[C:4]([CH2:15][CH3:16])[N:3]=1.[CH3:17][O:18][CH2:19][CH2:20][C:21]1[CH:27]=[CH:26][C:24]([NH2:25])=[CH:23][CH:22]=1. The catalyst is C(O)(=O)C.C(=O)(O)[O-].[Na+]. The product is [Cl:14][C:10]1[CH:9]=[C:8]([C:6]2[N:5]=[C:4]([CH2:15][CH3:16])[N:3]=[C:2]([NH:25][C:24]3[CH:23]=[CH:22][C:21]([CH2:20][CH2:19][O:18][CH3:17])=[CH:27][CH:26]=3)[N:7]=2)[CH:13]=[CH:12][CH:11]=1. The yield is 0.620. (7) The reactants are C1([NH:7][C:8]([C:10]2[C:11](=[O:30])[N:12]([CH2:22][C:23]3[CH:28]=[CH:27][C:26]([F:29])=[CH:25][CH:24]=3)[C:13]3[C:18]([C:19]=2O)=[CH:17][C:16]([F:21])=[CH:15][CH:14]=3)=O)CCCCC1.P(Cl)(Cl)([Cl:33])=O. No catalyst specified. The product is [Cl:33][C:19]1[C:18]2[C:13](=[CH:14][CH:15]=[C:16]([F:21])[CH:17]=2)[N:12]([CH2:22][C:23]2[CH:28]=[CH:27][C:26]([F:29])=[CH:25][CH:24]=2)[C:11](=[O:30])[C:10]=1[C:8]#[N:7]. The yield is 0.500.